This data is from Serine/threonine kinase 33 screen with 319,792 compounds. The task is: Binary Classification. Given a drug SMILES string, predict its activity (active/inactive) in a high-throughput screening assay against a specified biological target. (1) The compound is S(c1nc(nc2n(c(=O)n(c(=O)c12)C)C)CC)CC(=O)NCCc1ccccc1. The result is 0 (inactive). (2) The molecule is Clc1ccc(OCCNS(=O)(=O)c2ccc(OC)cc2)cc1. The result is 0 (inactive). (3) The molecule is O1CCN(CC1)C(=O)C(/NC(=O)c1ccccc1)=C\c1c([N+]([O-])=O)cc(OC)c(OC)c1. The result is 0 (inactive).